From a dataset of Catalyst prediction with 721,799 reactions and 888 catalyst types from USPTO. Predict which catalyst facilitates the given reaction. (1) Reactant: [NH2:1][C:2]1[C:11]2[N:12]=[C:13]([CH2:20][OH:21])[N:14]([CH2:15][C:16]([CH3:19])([OH:18])[CH3:17])[C:10]=2[C:9]2[CH:8]=[CH:7][CH:6]=[CH:5][C:4]=2[N:3]=1.ClC(Cl)C.[C:26](Cl)(=[O:28])[CH3:27]. Product: [C:26]([O:21][CH2:20][C:13]1[N:14]([CH2:15][C:16]([OH:18])([CH3:17])[CH3:19])[C:10]2[C:9]3[CH:8]=[CH:7][CH:6]=[CH:5][C:4]=3[N:3]=[C:2]([NH2:1])[C:11]=2[N:12]=1)(=[O:28])[CH3:27]. The catalyst class is: 17. (2) Reactant: NC([C:4]1[CH:9]=[C:8](Br)[N:7]=[C:6]2[C:11]([CH:14]3[CH2:19][CH2:18][N:17]([C:20]([O:22][C:23]([CH3:26])([CH3:25])[CH3:24])=[O:21])[CH2:16][CH2:15]3)=[N:12][NH:13][C:5]=12)=O.[C:27]1(B(O)O)[CH:32]=[CH:31][CH:30]=[CH:29][CH:28]=1.C([O-])([O-])=O.[K+].[K+].C[N:43]([CH:45]=[O:46])C. Product: [NH2:43][C:45]([C:6]1[N:7]=[C:8]([C:27]2[CH:32]=[CH:31][CH:30]=[CH:29][CH:28]=2)[CH:9]=[C:4]2[C:11]([CH:14]3[CH2:15][CH2:16][N:17]([C:20]([O:22][C:23]([CH3:24])([CH3:26])[CH3:25])=[O:21])[CH2:18][CH2:19]3)=[N:12][NH:13][C:5]=12)=[O:46]. The catalyst class is: 73. (3) Reactant: [CH3:1][C:2]1[CH:11]=[C:10]([NH:12][C:13]2[CH:14]=[C:15]([C:19]3[C:20]([CH:25]=O)=[CH:21][CH:22]=[CH:23][CH:24]=3)[CH:16]=[CH:17][CH:18]=2)[C:9]2[C:4](=[CH:5][CH:6]=[CH:7][CH:8]=2)[N:3]=1.[CH2:27]1[C:36]2[C:31](=[CH:32][CH:33]=[CH:34][CH:35]=2)[CH2:30][CH2:29][NH:28]1.[BH-](OC(C)=O)(OC(C)=O)OC(C)=O.[Na+].CC(O)=O. Product: [CH2:27]1[C:36]2[C:31](=[CH:32][CH:33]=[CH:34][CH:35]=2)[CH2:30][CH2:29][N:28]1[CH2:25][C:20]1[CH:21]=[CH:22][CH:23]=[CH:24][C:19]=1[C:15]1[CH:16]=[CH:17][CH:18]=[C:13]([NH:12][C:10]2[C:9]3[C:4](=[CH:5][CH:6]=[CH:7][CH:8]=3)[N:3]=[C:2]([CH3:1])[CH:11]=2)[CH:14]=1. The catalyst class is: 68. (4) Reactant: [CH3:1][O:2][C:3]([CH:5]1[CH2:9][CH2:8][CH2:7][N:6]1[N:10]=[CH:11][CH2:12][CH:13]([CH3:15])[CH3:14])=[O:4].C([BH3-])#N.[Na+].C(=O)(O)[O-].[Na+]. Product: [CH3:1][O:2][C:3]([CH:5]1[CH2:9][CH2:8][CH2:7][N:6]1[NH:10][CH2:11][CH2:12][CH:13]([CH3:15])[CH3:14])=[O:4]. The catalyst class is: 130. (5) Reactant: [CH3:1][C:2]1[O:6][C:5]([C:7]2[CH:12]=[CH:11][CH:10]=[CH:9][CH:8]=2)=[N:4][C:3]=1[CH2:13][O:14][C:15]1[CH:16]=[C:17]([CH:28]=[CH:29][CH:30]=1)[CH2:18][S:19][C:20]1[CH:21]=[C:22]([CH:25]=[CH:26][CH:27]=1)[CH:23]=O.[C:31]([O:39][CH2:40][CH3:41])(=[O:38])[CH2:32][C:33]([O:35][CH2:36][CH3:37])=[O:34].C(O)(=O)C1C=CC=CC=1.N1CCCCC1. Product: [CH3:1][C:2]1[O:6][C:5]([C:7]2[CH:8]=[CH:9][CH:10]=[CH:11][CH:12]=2)=[N:4][C:3]=1[CH2:13][O:14][C:15]1[CH:16]=[C:17]([CH:28]=[CH:29][CH:30]=1)[CH2:18][S:19][C:20]1[CH:21]=[C:22]([CH:25]=[CH:26][CH:27]=1)[CH2:23][CH:32]([C:33]([O:35][CH2:36][CH3:37])=[O:34])[C:31]([O:39][CH2:40][CH3:41])=[O:38]. The catalyst class is: 11. (6) Reactant: Br[C:2]1[CH:7]=[C:6]([CH3:8])[C:5]([Br:9])=[CH:4][N:3]=1.[Br-].[CH:11]1([Zn+])[CH2:13][CH2:12]1.C([O-])(O)=O.[Na+]. Product: [Br:9][C:5]1[C:6]([CH3:8])=[CH:7][C:2]([CH:11]2[CH2:13][CH2:12]2)=[N:3][CH:4]=1. The catalyst class is: 176. (7) Reactant: C([O:5][C:6](=[O:32])[C:7]([N:10]1[C:14]2[CH:15]=[CH:16][CH:17]=[CH:18][C:13]=2[N:12]([CH2:19][CH:20]2[C:28]3[C:23](=[CH:24][CH:25]=[CH:26][C:27]=3[CH3:29])[N:22]([CH3:30])[CH2:21]2)[C:11]1=[O:31])([CH3:9])[CH3:8])(C)(C)C. Product: [CH3:30][N:22]1[C:23]2[C:28](=[C:27]([CH3:29])[CH:26]=[CH:25][CH:24]=2)[CH:20]([CH2:19][N:12]2[C:13]3[CH:18]=[CH:17][CH:16]=[CH:15][C:14]=3[N:10]([C:7]([CH3:8])([CH3:9])[C:6]([OH:32])=[O:5])[C:11]2=[O:31])[CH2:21]1. The catalyst class is: 67. (8) Reactant: C([N:20]1[CH:28]=[C:27]2[C:22]([CH:23]=[CH:24][CH:25]=[C:26]2[CH:29]2[CH2:32][N:31](C(OC(C)(C)C)=O)[CH2:30]2)=[N:21]1)(C1C=CC=CC=1)(C1C=CC=CC=1)C1C=CC=CC=1.[ClH:40]. Product: [ClH:40].[NH:31]1[CH2:30][CH:29]([C:26]2[CH:25]=[CH:24][CH:23]=[C:22]3[C:27]=2[CH:28]=[N:20][NH:21]3)[CH2:32]1. The catalyst class is: 28.